From a dataset of Full USPTO retrosynthesis dataset with 1.9M reactions from patents (1976-2016). Predict the reactants needed to synthesize the given product. Given the product [CH2:11]([NH:18][C:2]1[CH:10]=[CH:9][C:5]2[NH:6][CH:7]=[N:8][C:4]=2[CH:3]=1)[C:12]1[CH:17]=[CH:16][CH:15]=[CH:14][CH:13]=1, predict the reactants needed to synthesize it. The reactants are: Br[C:2]1[CH:10]=[CH:9][C:5]2[N:6]=[CH:7][NH:8][C:4]=2[CH:3]=1.[CH2:11]([NH2:18])[C:12]1[CH:17]=[CH:16][CH:15]=[CH:14][CH:13]=1.C1(P(C2CCCCC2)C2C=CC=CC=2C2C=CC=CC=2N(C)C)CCCCC1.C[Si]([N-][Si](C)(C)C)(C)C.[Li+].C1COCC1.